Dataset: Full USPTO retrosynthesis dataset with 1.9M reactions from patents (1976-2016). Task: Predict the reactants needed to synthesize the given product. (1) Given the product [CH2:1]([O:23][C:20]1[CH:21]=[CH:22][C:17]([C:16]([F:15])([F:27])[F:28])=[CH:18][C:19]=1[NH2:24])[C:2]1[CH:7]=[CH:6][CH:5]=[CH:4][CH:3]=1, predict the reactants needed to synthesize it. The reactants are: [CH2:1](Br)[C:2]1[CH:7]=[CH:6][CH:5]=[CH:4][CH:3]=1.C(=O)([O-])[O-].[K+].[K+].[F:15][C:16]([F:28])([F:27])[C:17]1[CH:22]=[CH:21][C:20]([OH:23])=[C:19]([N+:24]([O-])=O)[CH:18]=1.[Cl-].[NH4+]. (2) Given the product [I:1][CH2:13][CH:12]1[CH2:11][C:14]2[CH:19]=[CH:18][CH:17]=[CH:16][C:15]=2[O:20]1, predict the reactants needed to synthesize it. The reactants are: [I:1]I.[Sn](Cl)(Cl)(Cl)Cl.ClCCl.[CH2:11]([C:14]1[CH:19]=[CH:18][CH:17]=[CH:16][C:15]=1[OH:20])[CH:12]=[CH2:13].[OH-].[Na+].S([O-])([O-])(=O)=S.[Na+].[Na+].